Dataset: Forward reaction prediction with 1.9M reactions from USPTO patents (1976-2016). Task: Predict the product of the given reaction. (1) Given the reactants C[Si](C)(C)[NH:3][Si](C)(C)C.[Li].[Br:11][C:12]1[CH:21]=[CH:20][C:19]([Cl:22])=[C:18]2[C:13]=1C=CC(=O)O2.[C:24]([OH:27])(=[O:26])[CH3:25].[C:28](=[O:31])([O-])[O-].[Na+].[Na+].O1[CH2:39][CH2:38]OCC1.[ClH:40], predict the reaction product. The product is: [ClH:22].[NH2:3][CH:19]([C:18]1[CH:13]=[C:12]([Br:11])[CH:21]=[C:20]([Cl:40])[C:28]=1[OH:31])[CH2:25][C:24]([O:27][CH2:38][CH3:39])=[O:26]. (2) Given the reactants [F:1][C:2]1[CH:7]=[CH:6][C:5]([SH:8])=[CH:4][CH:3]=1.[CH:9]1(Br)[CH2:11][CH2:10]1.C(O[Na])(C)(C)C.O, predict the reaction product. The product is: [CH:9]1([S:8][C:5]2[CH:6]=[CH:7][C:2]([F:1])=[CH:3][CH:4]=2)[CH2:11][CH2:10]1. (3) Given the reactants [F:1][C:2]([F:28])([F:27])[C:3]1[CH:8]=[CH:7][C:6]([C:9]2[C:10]([C:15]([NH:17][C:18]3[CH:19]=[C:20]([C:24]([OH:26])=O)[N:21]([CH3:23])[CH:22]=3)=[O:16])=[CH:11][CH:12]=[CH:13][CH:14]=2)=[CH:5][CH:4]=1.[CH2:29]([CH:32]1[CH2:37][CH2:36][N:35]([C:38]2[CH:45]=[CH:44][C:41]([CH2:42][NH2:43])=[CH:40][CH:39]=2)[CH2:34][CH2:33]1)[CH2:30][CH3:31].CN(C(ON1N=NC2C=CC=CC1=2)=[N+](C)C)C.[B-](F)(F)(F)F.C(N(CC)CC)C, predict the reaction product. The product is: [CH2:29]([CH:32]1[CH2:33][CH2:34][N:35]([C:38]2[CH:45]=[CH:44][C:41]([CH2:42][NH:43][C:24]([C:20]3[N:21]([CH3:23])[CH:22]=[C:18]([NH:17][C:15]([C:10]4[C:9]([C:6]5[CH:5]=[CH:4][C:3]([C:2]([F:1])([F:27])[F:28])=[CH:8][CH:7]=5)=[CH:14][CH:13]=[CH:12][CH:11]=4)=[O:16])[CH:19]=3)=[O:26])=[CH:40][CH:39]=2)[CH2:36][CH2:37]1)[CH2:30][CH3:31]. (4) The product is: [Cl:1][C:2]1[CH:3]=[C:4]2[C:9](=[CH:10][CH:11]=1)[C:8]([CH2:13][CH3:14])([CH3:12])[C:7](=[O:15])[C:6]([C:16]([NH:18][CH2:19][C:20]([OH:22])=[O:21])=[O:17])=[C:5]2[OH:27]. Given the reactants [Cl:1][C:2]1[CH:3]=[C:4]2[C:9](=[CH:10][CH:11]=1)[C:8]([CH2:13][CH3:14])([CH3:12])[C:7](=[O:15])[C:6]([C:16]([NH:18][CH2:19][C:20]([O:22]C(C)(C)C)=[O:21])=[O:17])=[C:5]2[OH:27], predict the reaction product. (5) Given the reactants Cl[C:2]1[C:11]2[C:6](=[CH:7][C:8]([CH3:12])=[CH:9][CH:10]=2)[N:5]=[C:4]([C:13]2[CH:18]=[CH:17][CH:16]=[CH:15][C:14]=2[OH:19])[N:3]=1.[NH:20]1[CH2:25][CH2:24][CH2:23][C@@H:22]([NH:26][C:27](=[O:33])[O:28][C:29]([CH3:32])([CH3:31])[CH3:30])[CH2:21]1.C(N(CC)CC)C, predict the reaction product. The product is: [OH:19][C:14]1[CH:15]=[CH:16][CH:17]=[CH:18][C:13]=1[C:4]1[N:3]=[C:2]([N:20]2[CH2:25][CH2:24][CH2:23][C@@H:22]([NH:26][C:27](=[O:33])[O:28][C:29]([CH3:31])([CH3:30])[CH3:32])[CH2:21]2)[C:11]2[C:6](=[CH:7][C:8]([CH3:12])=[CH:9][CH:10]=2)[N:5]=1.